The task is: Predict the reaction yield, written as a fraction of the theoretical maximum amount of product (1.0 means a 100% yield; for example, 0.34 means a 34% yield).. This data is from Reaction yield outcomes from USPTO patents with 853,638 reactions. The reactants are [NH2:1][C:2]1[CH:7]=[CH:6][N:5]([C@@H:8]2[O:16][C@H:15]3[C@@H:10]([O:11][P:12]([NH:18][C@@H:19]([CH2:25][CH3:26])[C:20]([O:22][CH2:23][CH3:24])=[O:21])(=[O:17])[O:13][CH2:14]3)[C@:9]2([OH:28])[CH3:27])[C:4](=[O:29])[N:3]=1.CCN(CC)CC.[CH2:37]([CH:40]([CH2:44][CH2:45][CH3:46])[C:41](Cl)=[O:42])[CH2:38][CH3:39]. The catalyst is C1COCC1.CN(C=O)C.CN(C1C=CN=CC=1)C. The product is [OH:28][C@:9]1([CH3:27])[C@@H:10]2[O:11][P:12]([NH:18][C@@H:19]([CH2:25][CH3:26])[C:20]([O:22][CH2:23][CH3:24])=[O:21])(=[O:17])[O:13][CH2:14][C@H:15]2[O:16][C@H:8]1[N:5]1[CH:6]=[CH:7][C:2]([NH:1][C:41](=[O:42])[CH:40]([CH2:44][CH2:45][CH3:46])[CH2:37][CH2:38][CH3:39])=[N:3][C:4]1=[O:29]. The yield is 0.360.